Dataset: Full USPTO retrosynthesis dataset with 1.9M reactions from patents (1976-2016). Task: Predict the reactants needed to synthesize the given product. (1) Given the product [Br:16][C:14]1[CH:13]=[CH:12][C:11]([O:17][CH3:18])=[C:10]([C:7]([CH3:9])([CH3:8])[CH2:6][C:5](=[O:19])[C:4]([OH:20])=[O:3])[CH:15]=1, predict the reactants needed to synthesize it. The reactants are: C([O:3][C:4](=[O:20])[C:5](=[O:19])[CH2:6][C:7]([C:10]1[CH:15]=[C:14]([Br:16])[CH:13]=[CH:12][C:11]=1[O:17][CH3:18])([CH3:9])[CH3:8])C. (2) Given the product [Cl:25][C:7]1[CH:8]=[C:9]2[C:4](=[C:5]([C:12]([O:14][CH3:15])=[O:13])[CH:6]=1)[O:3][C:2]([CH3:16])([CH3:1])[CH2:11][CH2:10]2, predict the reactants needed to synthesize it. The reactants are: [CH3:1][C:2]1([CH3:16])[CH2:11][CH2:10][C:9]2[C:4](=[C:5]([C:12]([O:14][CH3:15])=[O:13])[CH:6]=[CH:7][CH:8]=2)[O:3]1.Cl.C1C(=O)N([Cl:25])C(=O)C1.S([O-])([O-])(=O)=S.[Na+].[Na+].[OH-].[Na+]. (3) Given the product [CH3:1][C:2]1[N:7]=[CH:6][C:5]2[N:8]=[N:20][N:9]([C:10]3[CH:15]=[CH:14][CH:13]=[CH:12][N:11]=3)[C:4]=2[CH:3]=1, predict the reactants needed to synthesize it. The reactants are: [CH3:1][C:2]1[N:7]=[CH:6][C:5]([NH2:8])=[C:4]([NH:9][C:10]2[CH:15]=[CH:14][CH:13]=[CH:12][N:11]=2)[CH:3]=1.C(O)(=O)C.[N:20](OC(C)(C)C)=O. (4) Given the product [CH3:51][C:14]1([CH3:13])[CH2:18][C:17]2[CH:19]=[C:20]([N:23]3[C:28](=[O:29])[C:27]([CH2:30][C:31]4[CH:36]=[CH:35][C:34]([C:37]5[CH:42]=[CH:41][CH:40]=[CH:39][C:38]=5[C:43]5[NH:3][C:4](=[O:7])[O:5][N:44]=5)=[CH:33][CH:32]=4)=[C:26]([CH2:45][CH2:46][CH3:47])[N:25]4[N:48]=[CH:49][N:50]=[C:24]34)[CH:21]=[CH:22][C:16]=2[O:15]1, predict the reactants needed to synthesize it. The reactants are: [Cl-].O[NH3+:3].[C:4](=[O:7])([O-])[OH:5].[Na+].CS(C)=O.[CH3:13][C:14]1([CH3:51])[CH2:18][C:17]2[CH:19]=[C:20]([N:23]3[C:28](=[O:29])[C:27]([CH2:30][C:31]4[CH:36]=[CH:35][C:34]([C:37]5[C:38]([C:43]#[N:44])=[CH:39][CH:40]=[CH:41][CH:42]=5)=[CH:33][CH:32]=4)=[C:26]([CH2:45][CH2:46][CH3:47])[N:25]4[N:48]=[CH:49][N:50]=[C:24]34)[CH:21]=[CH:22][C:16]=2[O:15]1. (5) Given the product [CH3:1][O:2][C:3]1[CH:4]=[C:5]2[C:9](=[CH:10][CH:11]=1)[NH:8][CH2:7][CH2:6]2, predict the reactants needed to synthesize it. The reactants are: [CH3:1][O:2][C:3]1[CH:4]=[C:5]2[C:9](=[CH:10][CH:11]=1)[NH:8][CH:7]=[CH:6]2.C(O)(=O)C.C([BH3-])#N.[Na+].[OH-].[Na+]. (6) Given the product [ClH:12].[Cl:12][C:11]1[CH:7]=[C:3]([C:4]([NH2:6])=[O:5])[C:1](=[NH:2])[N:27]([CH2:26][C@H:17]2[CH2:18][CH2:19][C:20]3[C:25](=[CH:24][CH:23]=[CH:22][CH:21]=3)[O:16]2)[CH:10]=1, predict the reactants needed to synthesize it. The reactants are: [C:1]([CH:3]([CH:7]1[C:11]([Cl:12])=[C:10](Cl)C(=O)O1)[C:4]([NH2:6])=[O:5])#[N:2].Cl.[O:16]1[C:25]2[C:20](=[CH:21][CH:22]=[CH:23][CH:24]=2)[CH2:19][CH2:18][C@@H:17]1[CH2:26][NH2:27]. (7) Given the product [Cl:1][C:2]1[CH:7]=[CH:6][CH:5]=[C:4]([Cl:8])[C:3]=1[C:9]1[NH:13][C:12](=[O:14])[N:11]([C:15]2[CH:31]=[CH:30][C:18]([C:19]([NH:21][C:22]3[CH:27]=[CH:26][C:25]([S:39]([CH3:34])(=[O:41])=[O:38])=[CH:24][CH:23]=3)=[O:20])=[C:17]([O:32][CH3:33])[CH:16]=2)[N:10]=1, predict the reactants needed to synthesize it. The reactants are: [Cl:1][C:2]1[CH:7]=[CH:6][CH:5]=[C:4]([Cl:8])[C:3]=1[C:9]1[NH:13][C:12](=[O:14])[N:11]([C:15]2[CH:31]=[CH:30][C:18]([C:19]([NH:21][C:22]3[CH:27]=[CH:26][C:25](SC)=[CH:24][CH:23]=3)=[O:20])=[C:17]([O:32][CH3:33])[CH:16]=2)[N:10]=1.[C:34](#N)C.O[O:38][S:39]([O-:41])=O.[K+]. (8) Given the product [Cl:1][C:2]1[CH:10]=[C:6]([C:7]([NH:20][C@H:21]([C:23]2[CH:35]=[CH:34][C:26]([C:27]([O:29][C:30]([CH3:32])([CH3:31])[CH3:33])=[O:28])=[CH:25][CH:24]=2)[CH3:22])=[O:9])[C:5]([O:11][C:12]2[CH:17]=[CH:16][CH:15]=[C:14]([C:18]#[N:19])[CH:13]=2)=[N:4][CH:3]=1, predict the reactants needed to synthesize it. The reactants are: [Cl:1][C:2]1[CH:3]=[N:4][C:5]([O:11][C:12]2[CH:17]=[CH:16][CH:15]=[C:14]([C:18]#[N:19])[CH:13]=2)=[C:6]([CH:10]=1)[C:7]([OH:9])=O.[NH2:20][C@H:21]([C:23]1[CH:35]=[CH:34][C:26]([C:27]([O:29][C:30]([CH3:33])([CH3:32])[CH3:31])=[O:28])=[CH:25][CH:24]=1)[CH3:22]. (9) Given the product [C:1]([O:5][C:6]([N:8]1[CH2:12][CH2:11][CH2:10][C@H:9]1[CH2:13][N:14]1[C:22]2[C:17](=[CH:18][CH:19]=[C:20]([Cl:23])[CH:21]=2)[C:16]([C:24]([OH:32])=[O:29])=[CH:15]1)=[O:7])([CH3:3])([CH3:4])[CH3:2], predict the reactants needed to synthesize it. The reactants are: [C:1]([O:5][C:6]([N:8]1[CH2:12][CH2:11][CH2:10][C@H:9]1[CH2:13][N:14]1[C:22]2[C:17](=[CH:18][CH:19]=[C:20]([Cl:23])[CH:21]=2)[C:16]([C:24](=[O:29])C(F)(F)F)=[CH:15]1)=[O:7])([CH3:4])([CH3:3])[CH3:2].[H-].[Na+].[OH2:32].